Dataset: Peptide-MHC class I binding affinity with 185,985 pairs from IEDB/IMGT. Task: Regression. Given a peptide amino acid sequence and an MHC pseudo amino acid sequence, predict their binding affinity value. This is MHC class I binding data. (1) The peptide sequence is TEMYIMYAM. The MHC is HLA-A02:01 with pseudo-sequence HLA-A02:01. The binding affinity (normalized) is 0.213. (2) The peptide sequence is INRKGKVIGL. The MHC is HLA-B08:01 with pseudo-sequence HLA-B08:01. The binding affinity (normalized) is 0.241. (3) The MHC is H-2-Kb with pseudo-sequence H-2-Kb. The binding affinity (normalized) is 0. The peptide sequence is LVNSIQRR. (4) The peptide sequence is FSSQALVLI. The MHC is HLA-A02:01 with pseudo-sequence HLA-A02:01. The binding affinity (normalized) is 0.396.